This data is from Full USPTO retrosynthesis dataset with 1.9M reactions from patents (1976-2016). The task is: Predict the reactants needed to synthesize the given product. (1) Given the product [CH3:1][C:2]1[CH:6]=[CH:5][N:4]([CH:8]2[CH2:9][CH2:10][CH2:11][CH2:12][O:7]2)[N:3]=1, predict the reactants needed to synthesize it. The reactants are: [CH3:1][C:2]1[CH:6]=[CH:5][NH:4][N:3]=1.[O:7]1[CH:12]=[CH:11][CH2:10][CH2:9][CH2:8]1.C(O)(C(F)(F)F)=O.[H-].[Na+]. (2) Given the product [CH2:1]1[C:9]2[C:4](=[CH:5][CH:6]=[CH:7][CH:8]=2)[CH2:3][CH:2]1[C@H:10]1[NH:15][C:14](=[O:16])[C@@H:13]([CH:17]([CH2:20][CH3:21])[CH2:18][CH3:19])[N:12]([CH2:22][C:23]2[CH:24]=[CH:25][CH:26]=[CH:27][C:28]=2[S:36]([Cl:40])(=[O:38])=[O:37])[C:11]1=[O:30], predict the reactants needed to synthesize it. The reactants are: [CH2:1]1[C:9]2[C:4](=[CH:5][CH:6]=[CH:7][CH:8]=2)[CH2:3][CH:2]1[C@H:10]1[NH:15][C:14](=[O:16])[C@@H:13]([CH:17]([CH2:20][CH3:21])[CH2:18][CH3:19])[N:12]([CH2:22][C:23]2[CH:28]=[CH:27][CH:26]=[CH:25][C:24]=2S)[C:11]1=[O:30].[N+]([O-])([O-])=O.[K+].[S:36]([Cl:40])(Cl)(=[O:38])=[O:37].C(=O)([O-])[O-].[Na+].[Na+]. (3) Given the product [CH2:42]([C:31]1[N:32]([CH2:33][CH2:34][CH2:35][CH2:36][NH:37][S:38]([CH3:41])(=[O:40])=[O:39])[C:28]2[C:27]3[CH:26]=[CH:25][CH:24]=[CH:23][C:22]=3[N:21]=[C:20]([NH:19][C:14](=[O:18])[CH:15]([CH3:16])[CH3:17])[C:29]=2[N:30]=1)[CH3:43], predict the reactants needed to synthesize it. The reactants are: CN1C(=O)CCC1.[C:14](O[C:14](=[O:18])[CH:15]([CH3:17])[CH3:16])(=[O:18])[CH:15]([CH3:17])[CH3:16].[NH2:19][C:20]1[C:29]2[N:30]=[C:31]([CH2:42][CH3:43])[N:32]([CH2:33][CH2:34][CH2:35][CH2:36][NH:37][S:38]([CH3:41])(=[O:40])=[O:39])[C:28]=2[C:27]2[CH:26]=[CH:25][CH:24]=[CH:23][C:22]=2[N:21]=1. (4) Given the product [CH3:31][N:32]([CH3:36])[CH2:33][CH2:34][O:20][C:19]([C:9]1[S:8][C:7]2[C:6]3[CH:22]=[CH:23][C:3]([O:2][CH3:1])=[CH:4][C:5]=3[O:14][C:13]3[CH:15]=[CH:16][CH:17]=[CH:18][C:12]=3[C:11]=2[CH:10]=1)=[O:21], predict the reactants needed to synthesize it. The reactants are: [CH3:1][O:2][C:3]1[CH:23]=[CH:22][C:6]2[C:7]3[S:8][C:9]([C:19]([OH:21])=[O:20])=[CH:10][C:11]=3[C:12]3[CH:18]=[CH:17][CH:16]=[CH:15][C:13]=3[O:14][C:5]=2[CH:4]=1.C(=O)([O-])[O-].[K+].[K+].Cl.[CH3:31][N:32]([CH3:36])[CH2:33][CH2:34]Cl. (5) Given the product [CH3:67][O:66][C:64]([CH2:63][O:55][C:50]1[CH:51]=[CH:52][CH:53]=[CH:54][C:49]=1[C:46]1[CH:45]=[CH:44][C:43]([CH2:42][NH:41][C:32]2[N:31]([C:40]3[N:39]=[CH:38][N:37]=[C:35]([NH2:36])[C:34]=3[N:33]=2)[C@@H:10]2[O:11][C@H:12]([CH2:22][OH:23])[C@@H:13]([OH:14])[C@H:9]2[OH:8])=[CH:48][CH:47]=1)=[O:65], predict the reactants needed to synthesize it. The reactants are: [Si]([O:8][C@@H:9]1[C@H:13]([O:14][Si](C(C)(C)C)(C)C)[C@@H:12]([CH2:22][O:23][Si](C(C)(C)C)(C)C)[O:11][C@H:10]1[N:31]1[C:40]2[N:39]=[CH:38][N:37]=[C:35]([NH2:36])[C:34]=2[N:33]=[C:32]1[NH:41][CH2:42][C:43]1[CH:48]=[CH:47][C:46]([C:49]2[CH:54]=[CH:53][CH:52]=[CH:51][C:50]=2[OH:55])=[CH:45][CH:44]=1)(C(C)(C)C)(C)C.C(=O)([O-])[O-].[K+].[K+].Br[CH2:63][C:64]([O:66][CH3:67])=[O:65]. (6) Given the product [NH2:8][CH2:9][CH2:10][CH2:11][O:12][C:13]1[N:18]=[C:17]([O:19][C:20]2[CH:21]=[C:22]([CH3:34])[C:23]3[CH:27]([CH2:28][C:29]([OH:31])=[O:30])[O:26][B:25]([OH:32])[C:24]=3[CH:33]=2)[CH:16]=[CH:15][N:14]=1, predict the reactants needed to synthesize it. The reactants are: C(OC([NH:8][CH2:9][CH2:10][CH2:11][O:12][C:13]1[N:18]=[C:17]([O:19][C:20]2[CH:21]=[C:22]([CH3:34])[C:23]3[CH:27]([CH2:28][C:29]([OH:31])=[O:30])[O:26][B:25]([OH:32])[C:24]=3[CH:33]=2)[CH:16]=[CH:15][N:14]=1)=O)(C)(C)C. (7) Given the product [CH3:31][C:9]1[NH:8][C:7]([C:32]2[CH:33]=[CH:34][CH:35]=[CH:36][CH:37]=2)=[C:6](/[CH:5]=[CH:4]/[C:3]([OH:38])=[O:2])[C:10]=1[C:11](=[O:30])[C:12](=[O:29])[N:13]1[CH2:18][CH2:17][N:16]([C:19]2[CH:24]=[CH:23][CH:22]=[C:21]([C:25]([F:28])([F:27])[F:26])[CH:20]=2)[CH2:15][CH2:14]1, predict the reactants needed to synthesize it. The reactants are: C[O:2][C:3](=[O:38])/[CH:4]=[CH:5]/[C:6]1[C:10]([C:11](=[O:30])[C:12](=[O:29])[N:13]2[CH2:18][CH2:17][N:16]([C:19]3[CH:24]=[CH:23][CH:22]=[C:21]([C:25]([F:28])([F:27])[F:26])[CH:20]=3)[CH2:15][CH2:14]2)=[C:9]([CH3:31])[NH:8][C:7]=1[C:32]1[CH:37]=[CH:36][CH:35]=[CH:34][CH:33]=1.[OH-].[Na+].O. (8) Given the product [CH:8]1([N:11]([CH2:12][C:13]2[CH:18]=[CH:17][CH:16]=[C:15]([C:19]3[CH:20]=[CH:21][C:22]4[O:26][N:25]=[C:24]([NH:27][CH2:28][C:29]([CH3:30])([CH3:32])[CH3:31])[C:23]=4[CH:33]=3)[CH:14]=2)[C:34](=[O:41])[C:35]2[CH:40]=[CH:39][CH:38]=[CH:37][CH:36]=2)[CH2:10][CH2:9]1, predict the reactants needed to synthesize it. The reactants are: C(N(CC)CC)C.[CH:8]1([NH:11][CH2:12][C:13]2[CH:14]=[C:15]([C:19]3[CH:20]=[CH:21][C:22]4[O:26][N:25]=[C:24]([NH:27][CH2:28][C:29]([CH3:32])([CH3:31])[CH3:30])[C:23]=4[CH:33]=3)[CH:16]=[CH:17][CH:18]=2)[CH2:10][CH2:9]1.[C:34](Cl)(=[O:41])[C:35]1[CH:40]=[CH:39][CH:38]=[CH:37][CH:36]=1. (9) Given the product [CH2:17]([O:24][C:25]([N:10]1[CH2:11][CH2:12][CH2:13][CH:8]([C:6]2[CH:5]=[CH:4][C:3]([CH3:14])=[C:2]([NH2:1])[CH:7]=2)[CH2:9]1)=[O:26])[C:18]1[CH:23]=[CH:22][CH:21]=[CH:20][CH:19]=1, predict the reactants needed to synthesize it. The reactants are: [NH2:1][C:2]1[CH:7]=[C:6]([CH:8]2[CH2:13][CH2:12][CH2:11][NH:10][CH2:9]2)[CH:5]=[CH:4][C:3]=1[CH3:14].[OH-].[Na+].[CH2:17]([O:24][C:25](O[C:25]([O:24][CH2:17][C:18]1[CH:23]=[CH:22][CH:21]=[CH:20][CH:19]=1)=[O:26])=[O:26])[C:18]1[CH:23]=[CH:22][CH:21]=[CH:20][CH:19]=1.